Dataset: Peptide-MHC class II binding affinity with 134,281 pairs from IEDB. Task: Regression. Given a peptide amino acid sequence and an MHC pseudo amino acid sequence, predict their binding affinity value. This is MHC class II binding data. (1) The peptide sequence is AGLKTNDRKWCFEGP. The MHC is DRB1_0801 with pseudo-sequence DRB1_0801. The binding affinity (normalized) is 0.210. (2) The peptide sequence is KHIVWASRELERFAV. The MHC is HLA-DQA10101-DQB10501 with pseudo-sequence HLA-DQA10101-DQB10501. The binding affinity (normalized) is 0.0806. (3) The peptide sequence is SSVFNVVNSSIGLIM. The MHC is DRB1_0701 with pseudo-sequence DRB1_0701. The binding affinity (normalized) is 0.677. (4) The peptide sequence is IKEKGKDKWIALKES. The MHC is HLA-DPA10201-DPB10501 with pseudo-sequence HLA-DPA10201-DPB10501. The binding affinity (normalized) is 0.273. (5) The peptide sequence is APQIVRGASEDVRKQPYNLTIAWFRMGG. The MHC is DRB1_0301 with pseudo-sequence DRB1_0301. The binding affinity (normalized) is 0.283. (6) The peptide sequence is DGRSNYNTSFVSDWT. The MHC is DRB1_0101 with pseudo-sequence DRB1_0101. The binding affinity (normalized) is 0.0579. (7) The peptide sequence is EYIEAAKWLLPPPKV. The MHC is HLA-DPA10301-DPB10402 with pseudo-sequence HLA-DPA10301-DPB10402. The binding affinity (normalized) is 0.618.